This data is from Forward reaction prediction with 1.9M reactions from USPTO patents (1976-2016). The task is: Predict the product of the given reaction. (1) Given the reactants Cl[C:2]1[C:11]2[C:6](=[CH:7][C:8]([C:12]([N:14]([CH:16]3[CH2:21][CH2:20][CH2:19][CH2:18][CH2:17]3)[CH3:15])=[O:13])=[CH:9][CH:10]=2)[N:5]=[CH:4][N:3]=1.[NH2:22][CH2:23][C:24]1[CH:25]=[C:26]([CH:30]=[CH:31][CH:32]=1)[C:27]([NH2:29])=[NH:28].C(N(C(C)C)CC)(C)C, predict the reaction product. The product is: [CH:16]1([N:14]([CH3:15])[C:12]([C:8]2[CH:7]=[C:6]3[C:11]([C:2]([NH:22][CH2:23][C:24]4[CH:25]=[C:26]([CH:30]=[CH:31][CH:32]=4)[C:27]([NH2:29])=[NH:28])=[N:3][CH:4]=[N:5]3)=[CH:10][CH:9]=2)=[O:13])[CH2:21][CH2:20][CH2:19][CH2:18][CH2:17]1. (2) Given the reactants [C:1]([O:5][C:6]([NH:8][C@H:9]([CH2:18][C:19]1[CH:24]=[C:23]([F:25])[C:22]([F:26])=[CH:21][C:20]=1[F:27])[CH2:10][C:11]([O:13]C(C)(C)C)=[O:12])=[O:7])([CH3:4])([CH3:3])[CH3:2].FC(F)(F)C(O)=O.Cl, predict the reaction product. The product is: [C:1]([O:5][C:6]([NH:8][C@H:9]([CH2:18][C:19]1[CH:24]=[C:23]([F:25])[C:22]([F:26])=[CH:21][C:20]=1[F:27])[CH2:10][C:11]([OH:13])=[O:12])=[O:7])([CH3:4])([CH3:2])[CH3:3]. (3) Given the reactants [F:1][C:2]1[CH:3]=[C:4]([NH:26][C@@H:27]2[CH2:30][C@H:29]([C:31]([O:33]C)=[O:32])[CH2:28]2)[CH:5]=[CH:6][C:7]=1[C:8]1[S:9][C:10]2[C:15]([N:16]=1)=[CH:14][CH:13]=[C:12]([C:17]1([C:20]3[CH:25]=[CH:24][CH:23]=[CH:22][CH:21]=3)[CH2:19][CH2:18]1)[N:11]=2.[OH-].[Na+].Cl, predict the reaction product. The product is: [F:1][C:2]1[CH:3]=[C:4]([NH:26][C@@H:27]2[CH2:30][C@H:29]([C:31]([OH:33])=[O:32])[CH2:28]2)[CH:5]=[CH:6][C:7]=1[C:8]1[S:9][C:10]2[C:15]([N:16]=1)=[CH:14][CH:13]=[C:12]([C:17]1([C:20]3[CH:25]=[CH:24][CH:23]=[CH:22][CH:21]=3)[CH2:18][CH2:19]1)[N:11]=2. (4) Given the reactants [ClH:1].Cl.[C@H]1(C[N:14]2[CH2:19][CH2:18][CH:17]([NH:20][C:21]([C:23]3[NH:24][C:25]4[C:30]([CH:31]=3)=[C:29]([O:32][CH2:33][C:34]3[C:38]5[C:39]([F:43])=[CH:40][CH:41]=[CH:42][C:37]=5[O:36][CH:35]=3)[CH:28]=[CH:27][CH:26]=4)=[O:22])[CH2:16][CH2:15]2)[C@@H]2N(CCCC2)CCC1.Cl.Cl.Cl.NC1CCN([CH2:54][CH2:55][N:56]2[CH2:61][CH2:60][CH:59]([OH:62])[CH2:58][CH2:57]2)CC1, predict the reaction product. The product is: [ClH:1].[ClH:1].[OH:62][CH:59]1[CH2:60][CH2:61][N:56]([CH2:55][CH2:54][N:14]2[CH2:15][CH2:16][CH:17]([NH:20][C:21]([C:23]3[NH:24][C:25]4[C:30]([CH:31]=3)=[C:29]([O:32][CH2:33][C:34]3[C:38]5[C:39]([F:43])=[CH:40][CH:41]=[CH:42][C:37]=5[O:36][CH:35]=3)[CH:28]=[CH:27][CH:26]=4)=[O:22])[CH2:18][CH2:19]2)[CH2:57][CH2:58]1. (5) Given the reactants [I:1][C:2]1[CH:17]=[CH:16][C:5]([C:6]([NH2:15])=[N:7][C:8]2[CH:9]=[N:10][C:11]([CH3:14])=[CH:12][CH:13]=2)=[CH:4][CH:3]=1.[Li+].C[Si]([N-][Si](C)(C)C)(C)C.Br.Br[CH2:30][C:31]([C:33]1[CH:38]=[CH:37][CH:36]=[CH:35][N:34]=1)=O.O, predict the reaction product. The product is: [I:1][C:2]1[CH:17]=[CH:16][C:5]([C:6]2[N:7]([C:8]3[CH:9]=[N:10][C:11]([CH3:14])=[CH:12][CH:13]=3)[CH:30]=[C:31]([C:33]3[CH:38]=[CH:37][CH:36]=[CH:35][N:34]=3)[N:15]=2)=[CH:4][CH:3]=1. (6) The product is: [CH2:11]([C:15]1[CH:16]=[C:17]([CH:21]=[CH:22][CH:23]=1)[C:18]([NH:2][C@H:3]1[CH2:9][CH2:8][CH2:7][CH2:6][NH:5][C:4]1=[O:10])=[O:19])[CH2:12][CH2:13][CH3:14]. Given the reactants Cl.[NH2:2][C@H:3]1[CH2:9][CH2:8][CH2:7][CH2:6][NH:5][C:4]1=[O:10].[CH2:11]([C:15]1[CH:16]=[C:17]([CH:21]=[CH:22][CH:23]=1)[C:18](Cl)=[O:19])[CH2:12][CH2:13][CH3:14].C(N(CC)CC)C, predict the reaction product.